This data is from Forward reaction prediction with 1.9M reactions from USPTO patents (1976-2016). The task is: Predict the product of the given reaction. (1) The product is: [NH:26]1[C:34]2[C:29](=[CH:30][C:31]([CH2:35][N:7]3[C:2](=[O:1])[CH:3]=[CH:4][C:5]([C:8]4[CH:25]=[CH:24][C:11]([C:12]([NH:14][CH2:15][CH2:16][CH2:17][N:18]5[CH2:23][CH2:22][CH2:21][CH2:20][CH2:19]5)=[O:13])=[CH:10][CH:9]=4)=[N:6]3)=[CH:32][CH:33]=2)[CH:28]=[N:27]1. Given the reactants [O:1]=[C:2]1[NH:7][N:6]=[C:5]([C:8]2[CH:25]=[CH:24][C:11]([C:12]([NH:14][CH2:15][CH2:16][CH2:17][N:18]3[CH2:23][CH2:22][CH2:21][CH2:20][CH2:19]3)=[O:13])=[CH:10][CH:9]=2)[CH:4]=[CH:3]1.[NH:26]1[C:34]2[C:29](=[CH:30][C:31]([CH2:35]O)=[CH:32][CH:33]=2)[CH:28]=[N:27]1.C1(P(C2C=CC=CC=2)C2C=CC=CC=2)C=CC=CC=1.N(C(OCC)=O)=NC(OCC)=O, predict the reaction product. (2) Given the reactants FC(F)(F)S([O:6][S:7]([C:10]([F:13])([F:12])[F:11])(=[O:9])=[O:8])(=O)=O.[CH3:16][O:17][C:18]([C:20]1[C:29]([CH3:30])=[C:28](O)[C:27]2[C:22](=[CH:23][CH:24]=[C:25]([F:32])[CH:26]=2)[CH:21]=1)=[O:19].N1C=CC=CC=1.O, predict the reaction product. The product is: [CH3:16][O:17][C:18]([C:20]1[C:29]([CH3:30])=[C:28]([O:6][S:7]([C:10]([F:11])([F:12])[F:13])(=[O:8])=[O:9])[C:27]2[C:22](=[CH:23][CH:24]=[C:25]([F:32])[CH:26]=2)[CH:21]=1)=[O:19].